From a dataset of Catalyst prediction with 721,799 reactions and 888 catalyst types from USPTO. Predict which catalyst facilitates the given reaction. (1) Reactant: [F:1][C:2]([F:22])([F:21])[O:3][C:4]1[CH:9]=[CH:8][C:7]([N:10]2[CH2:14][CH:13]3[CH2:15][C:16]4([CH2:19][CH:12]3[C:11]2=[O:20])[CH2:18][O:17]4)=[CH:6][CH:5]=1.[NH2:23][C:24]1[CH:29]=[CH:28][CH:27]=[CH:26][CH:25]=1.C1(O)C=CC=CC=1. Product: [OH:17][C:16]1([CH2:18][NH:23][C:24]2[CH:29]=[CH:28][CH:27]=[CH:26][CH:25]=2)[CH2:19][CH:12]2[C:11](=[O:20])[N:10]([C:7]3[CH:6]=[CH:5][C:4]([O:3][C:2]([F:22])([F:21])[F:1])=[CH:9][CH:8]=3)[CH2:14][CH:13]2[CH2:15]1. The catalyst class is: 6. (2) Product: [CH2:1]([O:8][C:9]1[C:14]([C:15]2[CH:16]=[C:17]([CH:25]3[CH2:26][C:27]4[C:28](=[CH:32][C:33]([NH:36][S:37]([CH3:40])(=[O:39])=[O:38])=[CH:34][CH:35]=4)[C:29](=[O:31])[O:30]3)[CH:18]=[C:19]([C:21]([CH3:23])([CH3:22])[CH3:24])[CH:20]=2)=[CH:13][CH:12]=[CH:11][N:10]=1)[C:2]1[CH:7]=[CH:6][CH:5]=[CH:4][CH:3]=1. Reactant: [CH2:1]([O:8][C:9]1[C:14]([C:15]2[CH:16]=[C:17](/[CH:25]=[CH:26]/[C:27]3[CH:35]=[CH:34][C:33]([NH:36][S:37]([CH3:40])(=[O:39])=[O:38])=[CH:32][C:28]=3[C:29]([OH:31])=[O:30])[CH:18]=[C:19]([C:21]([CH3:24])([CH3:23])[CH3:22])[CH:20]=2)=[CH:13][CH:12]=[CH:11][N:10]=1)[C:2]1[CH:7]=[CH:6][CH:5]=[CH:4][CH:3]=1.C(O)(C(F)(F)F)=O.O. The catalyst class is: 2. (3) Reactant: [NH2:1][C:2]([NH2:4])=[O:3].N[C:6]1[C:14]([Br:15])=[CH:13][CH:12]=[CH:11][C:7]=1[C:8](O)=[O:9]. Product: [Br:15][C:14]1[CH:13]=[CH:12][CH:11]=[C:7]2[C:6]=1[NH:4][C:2](=[O:3])[NH:1][C:8]2=[O:9]. The catalyst class is: 6.